Dataset: Catalyst prediction with 721,799 reactions and 888 catalyst types from USPTO. Task: Predict which catalyst facilitates the given reaction. (1) Reactant: [Si:1]([O:8][C@H:9]([C@H:11]([NH:29][C:30](=[O:36])[O:31][C:32]([CH3:35])([CH3:34])[CH3:33])[C:12](=[O:28])/[CH:13]=[CH:14]/[CH2:15][CH2:16][CH2:17][CH2:18][CH2:19][CH2:20][CH2:21][CH2:22][CH2:23][CH2:24][CH2:25][CH2:26][CH3:27])[CH3:10])([C:4]([CH3:7])([CH3:6])[CH3:5])([CH3:3])[CH3:2].CCC(C)[BH-](C(C)CC)C(C)CC.[Li+]. Product: [Si:1]([O:8][C@H:9]([C@H:11]([NH:29][C:30](=[O:36])[O:31][C:32]([CH3:33])([CH3:35])[CH3:34])[C@@H:12]([OH:28])/[CH:13]=[CH:14]/[CH2:15][CH2:16][CH2:17][CH2:18][CH2:19][CH2:20][CH2:21][CH2:22][CH2:23][CH2:24][CH2:25][CH2:26][CH3:27])[CH3:10])([C:4]([CH3:5])([CH3:6])[CH3:7])([CH3:3])[CH3:2]. The catalyst class is: 1. (2) Reactant: [CH:1](=[O:5])[CH2:2][CH2:3][CH3:4].[CH2:6]([OH:12])[CH2:7][O:8][CH2:9][CH2:10][OH:11]. Product: [CH:1](=[O:5])[CH2:2][CH2:3][CH3:4].[CH2:6]([OH:12])[CH2:7][O:8][CH2:9][CH2:10][OH:11]. The catalyst class is: 45. (3) Reactant: [C:1]1([O:7][CH3:8])[CH:6]=[CH:5][CH:4]=[CH:3][CH:2]=1.CC([O-])(C)C.[K+].[SiH:15]([CH2:20][CH3:21])([CH2:18][CH3:19])[CH2:16][CH3:17]. Product: [CH2:16]([Si:15]([CH2:20][CH3:21])([CH2:18][CH3:19])[C:2]1[CH:3]=[CH:4][CH:5]=[CH:6][C:1]=1[O:7][CH3:8])[CH3:17]. The catalyst class is: 7. (4) Reactant: [N:1]([C@H:4]([CH3:30])[C@H:5]([NH:10]C(C1C=CC=CC=1)(C1C=CC=CC=1)C1C=CC=CC=1)[C:6]([O:8][CH3:9])=[O:7])=[N+:2]=[N-:3]. Product: [NH2:10][C@@H:5]([C@H:4]([N:1]=[N+:2]=[N-:3])[CH3:30])[C:6]([O:8][CH3:9])=[O:7]. The catalyst class is: 473. (5) Reactant: [N:1]([C@@H:4]([C@@H:20]([C:25]1[CH:30]=[C:29]([F:31])[CH:28]=[C:27]([F:32])[CH:26]=1)[C:21]([F:24])([F:23])[F:22])[C:5]([N:7]1[C@@H:11]([CH2:12][C:13]2[CH:18]=[CH:17][CH:16]=[CH:15][CH:14]=2)[CH2:10][O:9][C:8]1=[O:19])=[O:6])=[N+]=[N-].[ClH:33]. Product: [ClH:33].[NH2:1][C@@H:4]([C@@H:20]([C:25]1[CH:26]=[C:27]([F:32])[CH:28]=[C:29]([F:31])[CH:30]=1)[C:21]([F:24])([F:23])[F:22])[C:5]([N:7]1[C@@H:11]([CH2:12][C:13]2[CH:14]=[CH:15][CH:16]=[CH:17][CH:18]=2)[CH2:10][O:9][C:8]1=[O:19])=[O:6]. The catalyst class is: 43.